Dataset: Aqueous solubility values for 9,982 compounds from the AqSolDB database. Task: Regression/Classification. Given a drug SMILES string, predict its absorption, distribution, metabolism, or excretion properties. Task type varies by dataset: regression for continuous measurements (e.g., permeability, clearance, half-life) or binary classification for categorical outcomes (e.g., BBB penetration, CYP inhibition). For this dataset (solubility_aqsoldb), we predict Y. (1) The drug is Ic1ccc(I)cc1. The Y is -5.37 log mol/L. (2) The molecule is CN1CCCC1=O. The Y is 1.00 log mol/L. (3) The compound is Cn1c(=O)c2c(ncn2CO)n(C)c1=O. The Y is -0.410 log mol/L. (4) The compound is CCNCNC(=O)c1ccccc1. The Y is -0.0749 log mol/L. (5) The compound is CCCCCCC(=O)O.CCCCCCCC(=O)O.CCCCCCCCCC(=O)O.OCC(CO)(CO)CO. The Y is -6.62 log mol/L. (6) The molecule is O=S(=O)(O)c1cc(Nc2nc(Nc3ccccc3)nc(N(CCO)CCO)n2)ccc1/C=C/c1ccc(Nc2nc(Nc3ccccc3)nc(N(CCO)CCO)n2)cc1S(=O)(=O)O. The Y is -1.06 log mol/L.